This data is from Reaction yield outcomes from USPTO patents with 853,638 reactions. The task is: Predict the reaction yield, written as a fraction of the theoretical maximum amount of product (1.0 means a 100% yield; for example, 0.34 means a 34% yield). (1) The reactants are [H-].[Na+].[F:3][C:4]1[CH:11]=[CH:10][C:7]([CH2:8]N)=[CH:6][CH:5]=1.[F:12][C:13]1[CH:35]=[CH:34][C:16]([CH2:17][NH:18][C:19]([C:21]2[N:22]=[C:23]3[C:31]([C:32]#[N:33])=[CH:30][NH:29][N:24]3[C:25](=[O:28])[C:26]=2[OH:27])=[O:20])=[CH:15][CH:14]=1.FC1C=CC(CCl)=CC=1. The catalyst is CN(C=O)C. The product is [F:12][C:13]1[CH:14]=[CH:15][C:16]([CH2:17][NH:18][C:19]([C:21]2[N:22]=[C:23]3[C:31]([C:32]#[N:33])=[CH:30][N:29]([CH2:8][C:7]4[CH:10]=[CH:11][C:4]([F:3])=[CH:5][CH:6]=4)[N:24]3[C:25](=[O:28])[C:26]=2[OH:27])=[O:20])=[CH:34][CH:35]=1. The yield is 0.360. (2) The reactants are Cl.[NH2:2][C@H:3]([C:8]([O:10][CH:11]1[CH2:15][CH2:14][CH2:13][CH2:12]1)=[O:9])[CH2:4][CH:5]([CH3:7])[CH3:6].CCN(CC)CC.[Br:23][CH2:24][CH2:25][CH2:26][C:27](Cl)=[O:28]. The catalyst is C(Cl)Cl. The product is [Br:23][CH2:24][CH2:25][CH2:26][C:27]([NH:2][C@H:3]([C:8]([O:10][CH:11]1[CH2:12][CH2:13][CH2:14][CH2:15]1)=[O:9])[CH2:4][CH:5]([CH3:7])[CH3:6])=[O:28]. The yield is 0.930.